From a dataset of NCI-60 drug combinations with 297,098 pairs across 59 cell lines. Regression. Given two drug SMILES strings and cell line genomic features, predict the synergy score measuring deviation from expected non-interaction effect. (1) Drug 1: C1CN1C2=NC(=NC(=N2)N3CC3)N4CC4. Drug 2: COC1=C(C=C2C(=C1)N=CN=C2NC3=CC(=C(C=C3)F)Cl)OCCCN4CCOCC4. Cell line: NCI/ADR-RES. Synergy scores: CSS=29.2, Synergy_ZIP=-3.78, Synergy_Bliss=-4.00, Synergy_Loewe=-6.58, Synergy_HSA=-2.02. (2) Drug 2: CC1CCCC2(C(O2)CC(NC(=O)CC(C(C(=O)C(C1O)C)(C)C)O)C(=CC3=CSC(=N3)C)C)C. Synergy scores: CSS=41.7, Synergy_ZIP=1.62, Synergy_Bliss=-0.356, Synergy_Loewe=-31.1, Synergy_HSA=-1.12. Drug 1: CN1C2=C(C=C(C=C2)N(CCCl)CCCl)N=C1CCCC(=O)O.Cl. Cell line: SNB-19. (3) Drug 1: CC(C1=C(C=CC(=C1Cl)F)Cl)OC2=C(N=CC(=C2)C3=CN(N=C3)C4CCNCC4)N. Drug 2: CN(CCCl)CCCl.Cl. Cell line: SK-MEL-28. Synergy scores: CSS=-5.25, Synergy_ZIP=3.28, Synergy_Bliss=-0.185, Synergy_Loewe=-8.23, Synergy_HSA=-7.11. (4) Synergy scores: CSS=37.8, Synergy_ZIP=-8.49, Synergy_Bliss=-11.7, Synergy_Loewe=-11.7, Synergy_HSA=-7.22. Cell line: COLO 205. Drug 1: C1=CC(=CC=C1CCC2=CNC3=C2C(=O)NC(=N3)N)C(=O)NC(CCC(=O)O)C(=O)O. Drug 2: CCCS(=O)(=O)NC1=C(C(=C(C=C1)F)C(=O)C2=CNC3=C2C=C(C=N3)C4=CC=C(C=C4)Cl)F.